This data is from Forward reaction prediction with 1.9M reactions from USPTO patents (1976-2016). The task is: Predict the product of the given reaction. (1) Given the reactants [NH2:1][C:2]1[C:3]([NH:9][CH:10]([CH3:14])[CH2:11][C:12]#[N:13])=[CH:4][C:5]([Br:8])=[N:6][CH:7]=1.Cl.[C:16](=N)(OCC)[CH3:17].N, predict the reaction product. The product is: [Br:8][C:5]1[N:6]=[CH:7][C:2]2[N:1]=[C:16]([CH3:17])[N:9]([CH:10]([CH3:14])[CH2:11][C:12]#[N:13])[C:3]=2[CH:4]=1. (2) Given the reactants Cl[CH2:2][C:3]([NH:5][C:6]1[C:11]([CH3:12])=[CH:10][C:9]([CH3:13])=[CH:8][C:7]=1[Cl:14])=[O:4].[I-].[K+].[N-:17]=[N+:18]=[N-:19].[Na+].CN(C)C=O, predict the reaction product. The product is: [N:17]([CH2:2][C:3]([NH:5][C:6]1[C:11]([CH3:12])=[CH:10][C:9]([CH3:13])=[CH:8][C:7]=1[Cl:14])=[O:4])=[N+:18]=[N-:19]. (3) The product is: [CH:1]([N:4]1[CH2:5][CH2:6][N:7]([C:10]2[CH:15]=[CH:14][C:13]([NH2:16])=[N:12][C:11]=2[CH3:19])[CH2:8][CH2:9]1)([CH3:3])[CH3:2]. Given the reactants [CH:1]([N:4]1[CH2:9][CH2:8][N:7]([C:10]2[C:11]([CH3:19])=[N:12][C:13]([N+:16]([O-])=O)=[CH:14][CH:15]=2)[CH2:6][CH2:5]1)([CH3:3])[CH3:2], predict the reaction product. (4) The product is: [CH2:54]([C:55]1[O:17][C:15]([C:14]([NH:13][CH2:12][CH2:11][C:5]2[C:4]3[C:8](=[CH:9][CH:10]=[C:2]([Cl:1])[CH:3]=3)[NH:7][CH:6]=2)=[O:18])=[N:58][N:57]=1)[C:48]1[CH:53]=[CH:52][CH:51]=[CH:50][CH:49]=1. Given the reactants [Cl:1][C:2]1[CH:3]=[C:4]2[C:8](=[CH:9][CH:10]=1)[NH:7][CH:6]=[C:5]2[CH2:11][CH2:12][NH:13][C:14](=[O:18])[C:15]([OH:17])=O.S(Cl)(Cl)=O.ClC1C=C2C(=CC=1)NC=C2CCNC(=O)C(Cl)=O.C(N(CC)CC)C.[C:48]1([CH2:54][C:55]([NH:57][NH2:58])=O)[CH:53]=[CH:52][CH:51]=[CH:50][CH:49]=1.C1(C)C=CC(S(Cl)(=O)=O)=CC=1, predict the reaction product. (5) Given the reactants [CH3:1][O:2][C:3]1[CH:8]=[CH:7][CH:6]=[CH:5][C:4]=1[C:9]1[C:14]([N+:15]([O-])=O)=[CH:13][CH:12]=[CH:11][N:10]=1.O.O.[Sn](Cl)Cl, predict the reaction product. The product is: [CH3:1][O:2][C:3]1[CH:8]=[CH:7][CH:6]=[CH:5][C:4]=1[C:9]1[C:14]([NH2:15])=[CH:13][CH:12]=[CH:11][N:10]=1. (6) The product is: [C:17]([N:10]1[C:11]2[C:16](=[CH:15][CH:14]=[CH:13][N:12]=2)[C:8]([CH:5]2[CH2:6][CH:7]=[CH:8][CH2:9][N:10]2[CH3:11])=[CH:9]1)(=[O:24])[C:18]1[CH:23]=[CH:22][CH:21]=[CH:20][CH:19]=1. Given the reactants CN1[CH2:7][CH:6]=[C:5]([C:8]2[C:16]3[C:11](=[N:12][CH:13]=[CH:14][CH:15]=3)[NH:10][CH:9]=2)CC1.[C:17](Cl)(=[O:24])[C:18]1[CH:23]=[CH:22][CH:21]=[CH:20][CH:19]=1, predict the reaction product. (7) Given the reactants Cl[C:2]1[N:7]=[C:6]([S:8][CH3:9])[N:5]=[C:4]2[N:10]([C:15]3[C:20]([F:21])=[CH:19][CH:18]=[CH:17][C:16]=3[F:22])[C:11](=[O:14])[NH:12][CH2:13][C:3]=12.[CH2:23]([N:25]([CH2:44][CH3:45])[C:26](=[O:43])[C:27]1[CH:32]=[CH:31][C:30]([CH3:33])=[C:29](B2OC(C)(C)C(C)(C)O2)[CH:28]=1)[CH3:24].C([O-])([O-])=O.[K+].[K+], predict the reaction product. The product is: [F:22][C:16]1[CH:17]=[CH:18][CH:19]=[C:20]([F:21])[C:15]=1[N:10]1[C:4]2[N:5]=[C:6]([S:8][CH3:9])[N:7]=[C:2]([C:29]3[CH:28]=[C:27]([CH:32]=[CH:31][C:30]=3[CH3:33])[C:26]([N:25]([CH2:44][CH3:45])[CH2:23][CH3:24])=[O:43])[C:3]=2[CH2:13][NH:12][C:11]1=[O:14].